From a dataset of Forward reaction prediction with 1.9M reactions from USPTO patents (1976-2016). Predict the product of the given reaction. Given the reactants [NH2:1][C:2]1[N:7]=[C:6](Cl)[CH:5]=[CH:4][N:3]=1.[Cl:9][C:10]1[CH:28]=[CH:27][CH:26]=[CH:25][C:11]=1[CH2:12][NH:13][C:14]([C:16]1[C:17]2[CH:18]=[CH:19][NH:20][C:21]=2[CH:22]=[CH:23][CH:24]=1)=[O:15].C([O-])([O-])=O.[Cs+].[Cs+], predict the reaction product. The product is: [NH2:1][C:2]1[N:7]=[C:6]([N:20]2[C:21]3[CH:22]=[CH:23][CH:24]=[C:16]([C:14]([NH:13][CH2:12][C:11]4[CH:25]=[CH:26][CH:27]=[CH:28][C:10]=4[Cl:9])=[O:15])[C:17]=3[CH:18]=[CH:19]2)[CH:5]=[CH:4][N:3]=1.